From a dataset of Full USPTO retrosynthesis dataset with 1.9M reactions from patents (1976-2016). Predict the reactants needed to synthesize the given product. (1) Given the product [CH3:5][O:6][C:7]([C:8]1[N:4]=[CH:1][S:3][CH:9]=1)=[O:12], predict the reactants needed to synthesize it. The reactants are: [C:1]([NH2:4])(=[S:3])C.[CH3:5][O:6][C:7](=[O:12])[C:8](=O)[CH2:9]Cl. (2) Given the product [Cl:6][C:7]1[C:8]([F:33])=[C:9]([CH:30]=[CH:31][CH:32]=1)[NH:10][C:11]1[C:20]2[C:15](=[CH:16][C:17]([O:28][CH3:29])=[C:18]([O:21][CH:22]3[CH2:27][CH2:26][N:25]([C:38](=[O:37])[CH2:39][OH:40])[CH2:24][CH2:23]3)[CH:19]=2)[N:14]=[CH:13][N:12]=1, predict the reactants needed to synthesize it. The reactants are: C(O)C.Cl.Cl.[Cl:6][C:7]1[C:8]([F:33])=[C:9]([CH:30]=[CH:31][CH:32]=1)[NH:10][C:11]1[C:20]2[C:15](=[CH:16][C:17]([O:28][CH3:29])=[C:18]([O:21][CH:22]3[CH2:27][CH2:26][NH:25][CH2:24][CH2:23]3)[CH:19]=2)[N:14]=[CH:13][N:12]=1.C([O:37][CH2:38][C:39](Cl)=[O:40])(=O)C. (3) Given the product [Cl:1][C:2]1[C:15]2[CH2:14][CH2:13][CH2:12][C:11]=2[C:5]2[O:6][CH:7]([CH2:9][NH:10][C:26](=[O:27])[O:28][CH2:29][C:30]3[CH:35]=[CH:34][CH:33]=[CH:32][CH:31]=3)[CH2:8][C:4]=2[CH:3]=1, predict the reactants needed to synthesize it. The reactants are: [Cl:1][C:2]1[C:15]2[CH2:14][CH2:13][CH2:12][C:11]=2[C:5]2[O:6][CH:7]([CH2:9][NH2:10])[CH2:8][C:4]=2[CH:3]=1.C(N(C(C)C)CC)(C)C.Cl[C:26]([O:28][CH2:29][C:30]1[CH:35]=[CH:34][CH:33]=[CH:32][CH:31]=1)=[O:27].O1C(CNC(=O)OCC2C=CC=CC=2)CC2C=CC3CCCC=3C1=2.